From a dataset of Experimentally validated miRNA-target interactions with 360,000+ pairs, plus equal number of negative samples. Binary Classification. Given a miRNA mature sequence and a target amino acid sequence, predict their likelihood of interaction. (1) The miRNA is mmu-miR-324-5p with sequence CGCAUCCCCUAGGGCAUUGGUGU. The protein sequence of the target gene is MEAMSPQQDALGAQPGRSSSLTGMSRIAGGPGTKKKMKTLAERRRSAPSLILDKALQKRPSTRDSHSASIDTCAFLSSFMCSSRTLLIDGPVELKRGLQRQERHLFLFNDLFVSAKIKYNNNFKIKNKIRLTDMWTASCVEEVGEGNMNAQKSFVLGWPTVNFVATFSSPEQKDKWLSLLQRYIALEKEKDYPKSIPLKIFAKDIGNCAYFKTITVMNSDTASEVINMSLQMLGITGSERDYQLWVNSGKEAAPYPLIGHEYPYGIKMSHLRDTALLTQGSRDSASPSQLQEPFLMEQLP.... Result: 0 (no interaction). (2) The miRNA is hsa-miR-4723-5p with sequence UGGGGGAGCCAUGAGAUAAGAGCA. The protein sequence of the target gene is MAASAKRKQEEKHLKMLRDMTGLPHNRKCFDCDQRGPTYVNMTVGSFVCTSCSGSLRGLNPPHRVKSISMTTFTQQEIEFLQKHGNEVCKQIWLGLFDDRSSAIPDFRDPQKVKEFLQEKYEKKRWYVPPEQAKVVASVHASISGSSASSTSSTPEVKPLKSLLGDSAPTLHLNKGTPSQSPVVGRSQGQQQEKKQFDLLSDLGSDIFAAPAPQSTATANFANFAHFNSHAAQNSANADFANFDAFGQSSGSSNFGGFPTASHSPFQPQTTGGSAASVNANFAHFDNFPKSSSADFGTFN.... Result: 0 (no interaction). (3) The miRNA is rno-miR-31a-5p with sequence AGGCAAGAUGCUGGCAUAGCUG. The protein sequence of the target gene is MPLEVVVELQIRAISCPGVFLPGKQDVYLGVYLMNQYLETNSFPSAFPIMIQESMRFEKVFESAVDPGAVVDLLEMWDELAYYEENTRDFLFPEPKLTPSHPRRCREVLMKTALGFPGIAPKIEFSTRTAIRECVFLHRNRFLEERHESRRPLSTSHEPIFPLNTIKMKLKENNLNRLPKGMQARAPSQYSTRHFFQDQPAQLNLGNNFKISGGSKPPFVVRHVDSAKPFGENISEHHLRRSRRKSKFSDFPFPTRRASSLDSLAANVKVIKEPDERIVLRSDSSSCLDSSQFGKSSSSK.... Result: 0 (no interaction). (4) The miRNA is hsa-miR-6879-5p with sequence CAGGGCAGGGAAGGUGGGAGAG. The protein sequence of the target gene is MTQDRPLLAVQEALKKCFPVVEEQQGLWQSALRDCQPLLSSLSNLAEQLQAAQNLRFEDVPALRAFPDLKERLRRKQLVAGDIVLDKLGERLAILLKVRDMVSSHVERVFQIYEQHADTVGIDAVLQPSAVSPSVADMLEWLQDIERHYRKSYLKRKYLLSSIQWGDLANIQALPKAWDRISKDEHQDLVQDILLNVSFFLEE. Result: 1 (interaction). (5) The miRNA is mmu-miR-665-3p with sequence ACCAGGAGGCUGAGGUCCCU. The protein sequence of the target gene is MMADEEEEAKHVLQKLQGLVDRLYCFRDSYFETHSVEDAGRKQQDVQEEMEKTLQQMEEVLGSAQVEAQALMLKGKALNVTPDYSPEAEVLLSKAVKLEPELVEAWNQLGEVYWKKGDVASAHTCFSGALTHCKNKVSLQNLSMVLRQLQTDSGDEHSRHVMDSVRQAKLAVQMDVLDGRSWYILGNAYLSLYFNTGQNPKISQQALSAYAQAEKVDRKASSNPDLHLNRATLHKYEESYGEALEGFSQAAALDPVWPEPQQREQQLLEFLSRLTSLLESKGKTKPKKLQSMLGSLRPAH.... Result: 1 (interaction). (6) The miRNA is hsa-miR-6511a-5p with sequence CAGGCAGAAGUGGGGCUGACAGG. The protein sequence of the target gene is MRGYHGDRGSHPRPARFADQQHMDVGPAARAPYLLGSREAFSTEPRFCAPRAGLGHISPEGPLSLSEGPSVGPEGGPAGAGVGGGSSTFPRMYPGQGPFDTCEDCVGHPQGKGAPRLPPTLLDQFEKQLPVQQDGFHTLPYQRGPAGAGPGPAPGTGTAPEPRSESPSRIRHLVHSVQKLFAKSHSLEAPGKRDYNGPKAEGRGGSGGDSYPGPGSGGPHTSHHHHHHHHHHHHQSRHGKRSKSKDRKGDGRHQAKSTGWWSSDDNLDSDSGFLAGGRPPGEPGGPFCLEGPDGSYRDLS.... Result: 1 (interaction). (7) The miRNA is mmu-miR-7007-3p with sequence CCCAUCCACGUUUCUUCU. The protein sequence of the target gene is MEKDKHSHFYNQKSDFRIEHSMLEELENKLIHSRKTERAKIQQQLAKIHNNVKKLQHQLKDVKPTPDFVEKLREMMEEIENAINTFKEEQRLIYEELIKEEKTTNNELSAISRKIDTWALGNSETEKAFRAISSKVPVDKVTPSTLPEEVLDFEKFLQQTGGRQGAWDDYDHQNFVKVRNKHKGKPTFMEEVLEHLPGKTQDEVQQHEKWYQKFLALEERKKESIQIWKTKKQQKREEIFKLKEKADNTPVLFHNKQEDNQKQKEEQRKKQKLAVEAWKKQKSIEMSMKCASQLKEEEEK.... Result: 0 (no interaction).